This data is from TCR-epitope binding with 47,182 pairs between 192 epitopes and 23,139 TCRs. The task is: Binary Classification. Given a T-cell receptor sequence (or CDR3 region) and an epitope sequence, predict whether binding occurs between them. (1) The epitope is KLSYGIATV. The TCR CDR3 sequence is CASSLDGDQPYNEQFF. Result: 1 (the TCR binds to the epitope). (2) The epitope is KLWAQCVQL. The TCR CDR3 sequence is CSVVWVTKNEQFF. Result: 0 (the TCR does not bind to the epitope). (3) The epitope is AVFDRKSDAK. The TCR CDR3 sequence is CSVNKRGAGGMNTEAFF. Result: 1 (the TCR binds to the epitope). (4) The epitope is HPKVSSEVHI. The TCR CDR3 sequence is CASSTHTQGLGEGEKLFF. Result: 0 (the TCR does not bind to the epitope). (5) The epitope is NEGVKAAW. The TCR CDR3 sequence is CSVAPGQGKNHSNQPQHF. Result: 1 (the TCR binds to the epitope). (6) The epitope is LVLSVNPYV. The TCR CDR3 sequence is CASTNERTEAFF. Result: 0 (the TCR does not bind to the epitope). (7) Result: 1 (the TCR binds to the epitope). The epitope is RAKFKQLL. The TCR CDR3 sequence is CASSLGGTNEQFF. (8) The epitope is PKYVKQNTLKLAT. The TCR CDR3 sequence is CASSFSPGPPEGELFF. Result: 1 (the TCR binds to the epitope). (9) The epitope is SQASSRSSSR. The TCR CDR3 sequence is CASSQFVPGTGELFF. Result: 1 (the TCR binds to the epitope).